Task: Predict the reaction yield, written as a fraction of the theoretical maximum amount of product (1.0 means a 100% yield; for example, 0.34 means a 34% yield).. Dataset: Reaction yield outcomes from USPTO patents with 853,638 reactions (1) The reactants are [C:1]1([C:7]2[CH:12]=[CH:11][N:10]=[CH:9][CH:8]=2)[CH:6]=[CH:5][CH:4]=[CH:3][CH:2]=1.[CH2:13]1[CH2:19][S:16](=[O:18])(=[O:17])[O:15][CH2:14]1.[BH4-].[Na+].O. The catalyst is CC(C)=O.CO. The product is [C:1]1([C:7]2[CH2:12][CH2:11][N:10]([CH2:14][CH2:13][CH2:19][S:16]([OH:18])(=[O:17])=[O:15])[CH2:9][CH:8]=2)[CH:2]=[CH:3][CH:4]=[CH:5][CH:6]=1. The yield is 0.930. (2) The reactants are [OH-].[Li+].[F:3][C:4]1[CH:9]=[CH:8][C:7]([CH2:10][C:11]([O:13]CC)=[O:12])=[CH:6][C:5]=1[C:16]([N:18]1[CH2:23][CH2:22][CH:21]([O:24][CH3:25])[CH2:20][CH2:19]1)=[O:17]. The catalyst is C1COCC1.O. The product is [F:3][C:4]1[CH:9]=[CH:8][C:7]([CH2:10][C:11]([OH:13])=[O:12])=[CH:6][C:5]=1[C:16]([N:18]1[CH2:19][CH2:20][CH:21]([O:24][CH3:25])[CH2:22][CH2:23]1)=[O:17]. The yield is 0.850. (3) The reactants are [Br:1][C:2]1[CH:3]=[C:4]([CH2:8][C:9]([OH:11])=[O:10])[CH:5]=[CH:6][CH:7]=1.OS(O)(=O)=O.[CH3:17]O. No catalyst specified. The product is [Br:1][C:2]1[CH:3]=[C:4]([CH2:8][C:9]([O:11][CH3:17])=[O:10])[CH:5]=[CH:6][CH:7]=1. The yield is 0.690. (4) The reactants are P(Cl)(Cl)(Cl)=O.[CH3:6][C:7]([C:9]([CH3:12])([CH3:11])[CH3:10])=O.[ClH:13].NO.C[N:17]([CH:19]=O)C. The catalyst is O. The product is [Cl:13][C:7]([C:9]([CH3:12])([CH3:11])[CH3:10])=[CH:6][C:19]#[N:17]. The yield is 0.350. (5) The reactants are [Br:1][C:2]1[CH:7]=[CH:6][C:5]([C:8]2[CH:13]=[CH:12][C:11]([Cl:14])=[CH:10][CH:9]=2)=[CH:4][C:3]=1[CH:15]1[C:17]2([C:21](=[O:22])[C:20]([CH3:24])([CH3:23])[O:19][C:18]2([CH3:26])[CH3:25])[O:16]1.S(=O)(=O)(O)O. The catalyst is ClCCl. The product is [Br:1][C:2]1[CH:7]=[CH:6][C:5]([C:8]2[CH:9]=[CH:10][C:11]([Cl:14])=[CH:12][CH:13]=2)=[CH:4][C:3]=1[CH:15]1[C:21](=[O:22])[C:20]([CH3:23])([CH3:24])[O:19][C:18]([CH3:26])([CH3:25])[C:17]1=[O:16]. The yield is 0.850.